Dataset: Forward reaction prediction with 1.9M reactions from USPTO patents (1976-2016). Task: Predict the product of the given reaction. (1) Given the reactants [NH2:1][C:2]1[CH:3]=[C:4]([CH:8]([OH:11])[CH2:9][OH:10])[CH:5]=[CH:6][CH:7]=1.O.C([O-])([O-])=O.[Na+].[Na+].[CH2:19]([O:26][C:27](Cl)=[O:28])[C:20]1[CH:25]=[CH:24][CH:23]=[CH:22][CH:21]=1, predict the reaction product. The product is: [OH:11][CH:8]([C:4]1[CH:3]=[C:2]([NH:1][C:27](=[O:28])[O:26][CH2:19][C:20]2[CH:25]=[CH:24][CH:23]=[CH:22][CH:21]=2)[CH:7]=[CH:6][CH:5]=1)[CH2:9][OH:10]. (2) Given the reactants C([O:8][C:9](=[O:31])[C@@H:10]1[CH2:14][CH2:13][CH2:12][N:11]1[C:15](=[O:30])[CH:16]([CH2:26][CH:27]([CH3:29])[CH3:28])[NH:17][C:18](=[O:25])[C:19]1[CH:24]=[CH:23][CH:22]=[CH:21][CH:20]=1)C1C=CC=CC=1.[H][H], predict the reaction product. The product is: [C:18]([NH:17][CH:16]([C:15]([N:11]1[CH2:12][CH2:13][CH2:14][C@H:10]1[C:9]([OH:31])=[O:8])=[O:30])[CH2:26][CH:27]([CH3:29])[CH3:28])(=[O:25])[C:19]1[CH:20]=[CH:21][CH:22]=[CH:23][CH:24]=1. (3) Given the reactants CS(O[CH:6]1[CH2:9][N:8]([C:10]2[S:11][CH:12]=[C:13]([C:15]([N:17]3[CH2:22][CH2:21][CH2:20][CH2:19][CH2:18]3)=[O:16])[N:14]=2)[CH2:7]1)(=O)=O.[C:23]([O-:26])(=[S:25])[CH3:24].[K+], predict the reaction product. The product is: [C:23]([S:25][CH:6]1[CH2:7][N:8]([C:10]2[S:11][CH:12]=[C:13]([C:15]([N:17]3[CH2:18][CH2:19][CH2:20][CH2:21][CH2:22]3)=[O:16])[N:14]=2)[CH2:9]1)(=[O:26])[CH3:24].